This data is from Retrosynthesis with 50K atom-mapped reactions and 10 reaction types from USPTO. The task is: Predict the reactants needed to synthesize the given product. (1) Given the product Cc1ccc(C(COC(C)C)NC(=O)Cc2ccc3oc(C(O)c4c(C)noc4C)cc3c2)c(C)c1, predict the reactants needed to synthesize it. The reactants are: Cc1ccc(C(N)COC(C)C)c(C)c1.Cc1noc(C)c1C(O)c1cc2cc(CC(=O)O)ccc2o1. (2) Given the product CCCC(=O)NC(C)(C)COc1cccc(NS(N)(=O)=O)c1C#N, predict the reactants needed to synthesize it. The reactants are: CCCC(=O)NC(C)(C)COc1cccc(N)c1C#N.NS(=O)(=O)Cl. (3) Given the product O=C(NO)c1cnc(N2CCN(S(=O)(=O)c3ccc(OC(F)(F)F)cc3)CC2)s1, predict the reactants needed to synthesize it. The reactants are: COC(=O)c1cnc(N2CCN(S(=O)(=O)c3ccc(OC(F)(F)F)cc3)CC2)s1.NO. (4) Given the product CCOC(=O)c1cc(F)ccc1N, predict the reactants needed to synthesize it. The reactants are: CCO.Nc1ccc(F)cc1C(=O)O. (5) The reactants are: O=C(OCc1ccccc1)N1CCC(CCO)CC1. Given the product O=CCC1CCN(C(=O)OCc2ccccc2)CC1, predict the reactants needed to synthesize it. (6) Given the product C[C@H]1CN(c2c(F)c(F)c3c(=O)c(C(=O)O)cn(C4CC4)c3c2F)C[C@H]1N, predict the reactants needed to synthesize it. The reactants are: C[C@H]1CNC[C@H]1N.O=C(O)c1cn(C2CC2)c2c(F)c(F)c(F)c(F)c2c1=O. (7) Given the product CC(C)NC(=O)Nc1ccc2c(c1)CC(=O)N2, predict the reactants needed to synthesize it. The reactants are: CC(C)N=C=O.Nc1ccc2c(c1)CC(=O)N2.